From a dataset of Full USPTO retrosynthesis dataset with 1.9M reactions from patents (1976-2016). Predict the reactants needed to synthesize the given product. (1) The reactants are: [Cl:1][C:2]1[CH:7]=[CH:6][C:5]([N+:8]([O-])=O)=[CH:4][C:3]=1[C:11]([CH3:27])([CH3:26])[CH2:12][NH:13][C:14]([C:16]1[C:24]2[C:19](=[CH:20][CH:21]=[CH:22][CH:23]=2)[N:18]([CH3:25])[N:17]=1)=[O:15]. Given the product [NH2:8][C:5]1[CH:6]=[CH:7][C:2]([Cl:1])=[C:3]([C:11]([CH3:26])([CH3:27])[CH2:12][NH:13][C:14]([C:16]2[C:24]3[C:19](=[CH:20][CH:21]=[CH:22][CH:23]=3)[N:18]([CH3:25])[N:17]=2)=[O:15])[CH:4]=1, predict the reactants needed to synthesize it. (2) The reactants are: Cl.[CH2:2]([O:4][C:5](=[O:8])[CH2:6][NH2:7])[CH3:3].[S:9]([Cl:13])(Cl)(=[O:11])=[O:10].[CH3:14]C#N. Given the product [CH2:2]([O:4][C:5](=[O:8])[CH:6]([NH:7][S:9]([Cl:13])(=[O:11])=[O:10])[CH3:14])[CH3:3], predict the reactants needed to synthesize it. (3) Given the product [CH2:1]([C:8]1[N:13]=[N:12][C:11]([NH:14][C:15]([C:17]2[CH:18]=[CH:19][C:20]([C@H:23]3[CH2:28][CH2:27][C@H:26]([CH2:29][C:30]([OH:32])=[O:31])[CH2:25][CH2:24]3)=[CH:21][CH:22]=2)=[O:16])=[CH:10][CH:9]=1)[C:2]1[CH:7]=[CH:6][CH:5]=[CH:4][CH:3]=1, predict the reactants needed to synthesize it. The reactants are: [CH2:1]([C:8]1[N:13]=[N:12][C:11]([NH:14][C:15]([C:17]2[CH:22]=[CH:21][C:20]([CH:23]3[CH2:28][CH2:27][CH:26]([CH2:29][C:30]([O:32]C(C)(C)C)=[O:31])[CH2:25][CH2:24]3)=[CH:19][CH:18]=2)=[O:16])=[CH:10][CH:9]=1)[C:2]1[CH:7]=[CH:6][CH:5]=[CH:4][CH:3]=1.O.[OH-].[Li+]. (4) Given the product [O:41]=[C:28]1[C:29]2[C:34]3[C:33](=[CH:40][CH:39]=[CH:38][C:35]=3[C:36](=[O:37])[N:27]1[CH2:26][CH2:25][CH2:24][CH2:23][N:3]1[C:2](=[O:1])[C:6]3[CH:7]=[CH:8][C:9]([C:11]([OH:13])=[O:12])=[CH:10][C:5]=3[S:4]1(=[O:15])=[O:14])[CH:32]=[CH:31][CH:30]=2, predict the reactants needed to synthesize it. The reactants are: [O:1]=[C:2]1[C:6]2[CH:7]=[CH:8][C:9]([C:11]([OH:13])=[O:12])=[CH:10][C:5]=2[S:4](=[O:15])(=[O:14])[NH:3]1.C([O-])([O-])=O.[K+].[K+].Br[CH2:23][CH2:24][CH2:25][CH2:26][N:27]1[C:36](=[O:37])[C:35]2[CH:38]=[CH:39][CH:40]=[C:33]3[C:34]=2[C:29](=[CH:30][CH:31]=[CH:32]3)[C:28]1=[O:41]. (5) The reactants are: CCCC[N+](CCCC)(CCCC)CCCC.[F-].[CH3:19][O:20][C:21]1[CH:22]=[C:23]([C:33]([N:35]2[CH2:40][CH2:39][N:38]([CH3:41])[CH2:37][CH2:36]2)=[O:34])[CH:24]=[CH:25][C:26]=1[C:27]#[C:28][Si](C)(C)C. Given the product [C:27]([C:26]1[CH:25]=[CH:24][C:23]([C:33]([N:35]2[CH2:36][CH2:37][N:38]([CH3:41])[CH2:39][CH2:40]2)=[O:34])=[CH:22][C:21]=1[O:20][CH3:19])#[CH:28], predict the reactants needed to synthesize it. (6) Given the product [CH3:12][CH:11]([N:8]1[C:9]2[CH:10]=[C:2]([C:34]3[CH:35]=[N:36][C:31]([O:30][CH3:29])=[CH:32][CH:33]=3)[CH:3]=[C:4]([C:14]([NH:16][CH2:17][C:18]3[C:19](=[O:28])[NH:20][C:21]([CH3:27])=[CH:22][C:23]=3[CH2:24][CH2:25][CH3:26])=[O:15])[C:5]=2[CH:6]=[N:7]1)[CH3:13], predict the reactants needed to synthesize it. The reactants are: Br[C:2]1[CH:3]=[C:4]([C:14]([NH:16][CH2:17][C:18]2[C:19](=[O:28])[NH:20][C:21]([CH3:27])=[CH:22][C:23]=2[CH2:24][CH2:25][CH3:26])=[O:15])[C:5]2[CH:6]=[N:7][N:8]([CH:11]([CH3:13])[CH3:12])[C:9]=2[CH:10]=1.[CH3:29][O:30][C:31]1[N:36]=[CH:35][C:34](B(O)O)=[CH:33][CH:32]=1. (7) Given the product [C:1]([O:5][C:6]([NH:8][C@@H:9]([CH2:13][NH:14][C:15]1[C:16]([N+:21]([O-:23])=[O:22])=[CH:17][CH:18]=[CH:19][N:28]=1)[C:10]([OH:12])=[O:11])=[O:7])([CH3:4])([CH3:3])[CH3:2], predict the reactants needed to synthesize it. The reactants are: [C:1]([O:5][C:6]([NH:8][C@@H:9]([CH2:13][NH:14][C:15]1C=[CH:19][CH:18]=[CH:17][C:16]=1[N+:21]([O-:23])=[O:22])[C:10]([OH:12])=[O:11])=[O:7])([CH3:4])([CH3:3])[CH3:2].COC(=O)C[N:28]1C2C=CC=CC=2NC[C@H](NC(OC(C)(C)C)=O)C1=O.ClC1([N+]([O-])=O)C=CC=NC1.